This data is from Reaction yield outcomes from USPTO patents with 853,638 reactions. The task is: Predict the reaction yield, written as a fraction of the theoretical maximum amount of product (1.0 means a 100% yield; for example, 0.34 means a 34% yield). (1) The reactants are NC1(C2C=CC(C3C(=O)C4C(=CC=C(F)C=4)OC=3C3C=CC=CC=3)=CC=2)CCC1.C(OC(=O)[NH:36][C:37]1([C:41]2[CH:46]=[CH:45][C:44]([C:47]3[C:48](=[O:69])[C:49]4[C:54]([O:55][C:56]=3[C:57]3[CH:62]=[CH:61][CH:60]=[CH:59][CH:58]=3)=[C:53]3[N:63]([CH3:68])[N:64]=[C:65]([CH2:66][CH3:67])[C:52]3=[CH:51][CH:50]=4)=[CH:43][CH:42]=2)[CH2:40][CH2:39][CH2:38]1)(C)(C)C.C(O)(C(F)(F)F)=O.[ClH:78]. The catalyst is CO.O. The product is [ClH:78].[NH2:36][C:37]1([C:41]2[CH:42]=[CH:43][C:44]([C:47]3[C:48](=[O:69])[C:49]4[C:54]([O:55][C:56]=3[C:57]3[CH:62]=[CH:61][CH:60]=[CH:59][CH:58]=3)=[C:53]3[N:63]([CH3:68])[N:64]=[C:65]([CH2:66][CH3:67])[C:52]3=[CH:51][CH:50]=4)=[CH:45][CH:46]=2)[CH2:40][CH2:39][CH2:38]1. The yield is 0.430. (2) The reactants are [F:1][C:2]1[CH:3]=[C:4]2[C:9](=[CH:10][CH:11]=1)[C:8](O)=[N:7][CH:6]=[C:5]2[O:13][CH3:14].O=P(Cl)(Cl)[Cl:17]. No catalyst specified. The product is [Cl:17][C:8]1[C:9]2[C:4](=[CH:3][C:2]([F:1])=[CH:11][CH:10]=2)[C:5]([O:13][CH3:14])=[CH:6][N:7]=1. The yield is 0.670.